The task is: Predict the reaction yield, written as a fraction of the theoretical maximum amount of product (1.0 means a 100% yield; for example, 0.34 means a 34% yield).. This data is from Reaction yield outcomes from USPTO patents with 853,638 reactions. (1) The reactants are Br[C:2]1[CH:7]=[C:6]([C:8]([CH3:11])([CH3:10])[CH3:9])[C:5]([N+:12]([O-:14])=[O:13])=[CH:4][C:3]=1[NH2:15].CCN(CC)CC.[CH3:23][Si:24]([C:27]#[CH:28])([CH3:26])[CH3:25]. The catalyst is C1(C)C=CC=CC=1.O.Cl[Pd](Cl)([P](C1C=CC=CC=1)(C1C=CC=CC=1)C1C=CC=CC=1)[P](C1C=CC=CC=1)(C1C=CC=CC=1)C1C=CC=CC=1.[Cu]I. The product is [C:8]([C:6]1[C:5]([N+:12]([O-:14])=[O:13])=[CH:4][C:3]([NH:15][C:28]#[C:27][Si:24]([CH3:26])([CH3:25])[CH3:23])=[CH:2][CH:7]=1)([CH3:11])([CH3:10])[CH3:9]. The yield is 0.810. (2) The catalyst is CCO.[Pd]. The product is [CH3:1][C:2]1[N:7]=[C:6]([N:8]2[CH2:9][CH2:10][N:11]([CH2:14][CH2:15][CH2:16][CH2:17][CH2:18][C:19]3[N:28]=[C:27]4[C:22]([CH2:23][CH2:24][C:25](=[O:29])[NH:26]4)=[CH:21][CH:20]=3)[CH2:12][CH2:13]2)[CH:5]=[CH:4][CH:3]=1. The yield is 0.120. The reactants are [CH3:1][C:2]1[N:7]=[C:6]([N:8]2[CH2:13][CH2:12][N:11]([CH2:14][CH2:15][CH2:16][CH:17]=[CH:18][C:19]3[N:28]=[C:27]4[C:22]([CH2:23][CH2:24][C:25](=[O:29])[NH:26]4)=[CH:21][CH:20]=3)[CH2:10][CH2:9]2)[CH:5]=[CH:4][CH:3]=1.